This data is from Catalyst prediction with 721,799 reactions and 888 catalyst types from USPTO. The task is: Predict which catalyst facilitates the given reaction. (1) Reactant: O=[CH:2][C@@H:3]([C@H:5]([C@@H:7]([C@@H:9]([CH2:11][OH:12])[OH:10])[OH:8])[OH:6])[OH:4].[NH:13]([CH2:21][C:22]1[CH:27]=[CH:26][CH:25]=[CH:24][CH:23]=1)[CH2:14][C:15]1[CH:20]=[CH:19][CH:18]=[CH:17][CH:16]=1.CC(O)=O. Product: [CH2:21]([N:13]([CH2:14][C:15]1[CH:20]=[CH:19][CH:18]=[CH:17][CH:16]=1)[CH2:2][C:3]([C@H:5]([C@@H:7]([C@@H:9]([CH2:11][OH:12])[OH:10])[OH:8])[OH:6])=[O:4])[C:22]1[CH:27]=[CH:26][CH:25]=[CH:24][CH:23]=1. The catalyst class is: 14. (2) Reactant: [CH3:1][C:2]1[CH:7]=[C:6]([N+:8]([O-:10])=[O:9])[C:5]([N+:11]([O-:13])=[O:12])=[CH:4][C:3]=1[OH:14].[CH3:15][NH:16][C:17]([C:19]1[CH:24]=[C:23](Cl)[CH:22]=[CH:21][N:20]=1)=[O:18]. Product: [CH3:15][NH:16][C:17]([C:19]1[CH:24]=[C:23]([O:14][C:3]2[CH:4]=[C:5]([N+:11]([O-:13])=[O:12])[C:6]([N+:8]([O-:10])=[O:9])=[CH:7][C:2]=2[CH3:1])[CH:22]=[CH:21][N:20]=1)=[O:18]. The catalyst class is: 2. (3) Reactant: [CH:1]1([CH2:7][N:8]2[CH:12]=[C:11]([C:13](O)=[O:14])[C:10]([C:16]([F:19])([F:18])[F:17])=[N:9]2)[CH2:6][CH2:5][CH2:4][CH2:3][CH2:2]1.C(=O)(O)[O-].[Na+]. Product: [CH:1]1([CH2:7][N:8]2[CH:12]=[C:11]([CH2:13][OH:14])[C:10]([C:16]([F:18])([F:19])[F:17])=[N:9]2)[CH2:2][CH2:3][CH2:4][CH2:5][CH2:6]1. The catalyst class is: 1. (4) Reactant: C([O:8][C:9]1[CH:14]=[CH:13][C:12]([N:15]2[C:19]([CH3:20])=[C:18]([C:21]([NH:23][C:24]3[CH:25]=[N:26][C:27]([C:30]([F:33])([F:32])[F:31])=[CH:28][CH:29]=3)=[O:22])[N:17]=[C:16]2[C:34]2[CH:39]=[CH:38][C:37]([Cl:40])=[CH:36][C:35]=2[Cl:41])=[CH:11][CH:10]=1)C1C=CC=CC=1.CSC.B(F)(F)F.O. Product: [Cl:41][C:35]1[CH:36]=[C:37]([Cl:40])[CH:38]=[CH:39][C:34]=1[C:16]1[N:15]([C:12]2[CH:11]=[CH:10][C:9]([OH:8])=[CH:14][CH:13]=2)[C:19]([CH3:20])=[C:18]([C:21]([NH:23][C:24]2[CH:25]=[N:26][C:27]([C:30]([F:31])([F:32])[F:33])=[CH:28][CH:29]=2)=[O:22])[N:17]=1. The catalyst class is: 2. (5) Reactant: [C:1]([O:5][C:6]([NH:8][CH2:9][C:10]1[N:11]([CH2:30][CH:31]([CH3:33])[CH3:32])[C:12](=[O:29])[C:13]2[C:18]([C:19]=1[C:20]1[S:21][CH:22]=[CH:23][CH:24]=1)=[CH:17][C:16]([C:25]([O:27]C)=[O:26])=[CH:15][CH:14]=2)=[O:7])([CH3:4])([CH3:3])[CH3:2].[OH-].[Na+].O.Cl. Product: [C:1]([O:5][C:6]([NH:8][CH2:9][C:10]1[N:11]([CH2:30][CH:31]([CH3:33])[CH3:32])[C:12](=[O:29])[C:13]2[C:18]([C:19]=1[C:20]1[S:21][CH:22]=[CH:23][CH:24]=1)=[CH:17][C:16]([C:25]([OH:27])=[O:26])=[CH:15][CH:14]=2)=[O:7])([CH3:4])([CH3:3])[CH3:2]. The catalyst class is: 83. (6) Reactant: [Cl:1][C:2]1[CH:7]=[CH:6][C:5]([N:8]2[CH2:13][CH2:12][N:11]([C@H:14]3[CH2:18][CH2:17][C@@H:16]([C:19]([NH:21][C:22]4[CH2:29][CH2:28][C:25]5([CH2:27][CH2:26]5)[CH2:24][C:23]=4[C:30]([O:32]CC)=[O:31])=[O:20])[CH2:15]3)[CH2:10][CH2:9]2)=[CH:4][CH:3]=1.[OH-].[Li+]. Product: [Cl:1][C:2]1[CH:7]=[CH:6][C:5]([N:8]2[CH2:9][CH2:10][N:11]([C@H:14]3[CH2:18][CH2:17][C@@H:16]([C:19]([NH:21][C:22]4[CH2:29][CH2:28][C:25]5([CH2:27][CH2:26]5)[CH2:24][C:23]=4[C:30]([OH:32])=[O:31])=[O:20])[CH2:15]3)[CH2:12][CH2:13]2)=[CH:4][CH:3]=1.[Cl:1][C:2]1[CH:7]=[CH:6][C:5]([N:8]2[CH2:9][CH2:10][N:11]([C@H:14]3[CH2:18][CH2:17][C@H:16]([C:19]([NH:21][C:22]4[CH2:29][CH2:28][C:25]5([CH2:27][CH2:26]5)[CH2:24][C:23]=4[C:30]([OH:32])=[O:31])=[O:20])[CH2:15]3)[CH2:12][CH2:13]2)=[CH:4][CH:3]=1. The catalyst class is: 24. (7) Reactant: [CH2:1]([NH:5][C:6]1[CH:11]=[N:10][N:9]([CH3:12])[C:8](=[O:13])[C:7]=1Cl)[CH2:2][CH2:3][CH3:4].[F:15][C:16]1[CH:26]=[CH:25][C:24]([C:27]([F:30])([F:29])[F:28])=[CH:23][C:17]=1[C:18]([N:20]=[C:21]=[S:22])=[O:19]. Product: [CH2:1]([N:5]1[C:6]2[CH:11]=[N:10][N:9]([CH3:12])[C:8](=[O:13])[C:7]=2[S:22]/[C:21]/1=[N:20]\[C:18](=[O:19])[C:17]1[CH:23]=[C:24]([C:27]([F:30])([F:29])[F:28])[CH:25]=[CH:26][C:16]=1[F:15])[CH2:2][CH2:3][CH3:4]. The catalyst class is: 12.